This data is from Forward reaction prediction with 1.9M reactions from USPTO patents (1976-2016). The task is: Predict the product of the given reaction. (1) Given the reactants C(=O)([O-])[O-].[K+].[K+].COC(C)(C)C.S([O:19][CH2:20][CH3:21])(OCC)(=O)=O.[Cl:22][C:23]1[CH:39]=[CH:38][C:26]([O:27][C:28]2[CH:33]=[CH:32][CH:31]=[CH:30][C:29]=2[CH2:34][C:35](O)=[O:36])=[CH:25][CH:24]=1, predict the reaction product. The product is: [Cl:22][C:23]1[CH:39]=[CH:38][C:26]([O:27][C:28]2[CH:33]=[CH:32][CH:31]=[CH:30][C:29]=2[CH2:34][C:35]([O:19][CH2:20][CH3:21])=[O:36])=[CH:25][CH:24]=1. (2) Given the reactants C[C:2](C)([O-:4])C.[K+].C1(C)C=C(C)C=C(C)C=1S([O-])(=O)=O.[NH2:20][N+:21]1[CH:26]=[CH:25][C:24](OC)=[CH:23][C:22]=1[C:29]#[C:30][CH2:31][CH3:32].O.C(OCC)(=O)C, predict the reaction product. The product is: [CH2:31]([C:30]1[CH:29]=[C:22]2[C:23]([O:4][CH3:2])=[CH:24][CH:25]=[CH:26][N:21]2[N:20]=1)[CH3:32]. (3) Given the reactants [C:1](OC(=O)C)(=[O:3])[CH3:2].N1C=CC=CC=1.[CH3:14][C:15]1[CH:20]=[C:19]([NH2:21])[C:18]([CH3:22])=[CH:17][C:16]=1[OH:23].CCCCCC.[C:30](OCC)(=[O:32])[CH3:31], predict the reaction product. The product is: [C:1]([O:23][C:16]1[CH:17]=[C:18]([CH3:22])[C:19]([NH:21][C:30](=[O:32])[CH3:31])=[CH:20][C:15]=1[CH3:14])(=[O:3])[CH3:2]. (4) Given the reactants [C:1]([O:5][C:6](=[O:25])[NH:7][C:8]([CH3:24])([CH3:23])[CH2:9][NH:10][C:11]([NH:13][C:14]1[CH:19]=[CH:18][CH:17]=[C:16]([O:20][CH3:21])[C:15]=1[F:22])=[O:12])([CH3:4])([CH3:3])[CH3:2].C(N(CC)CC)C.[C:33](=[O:38])=[N:34][C:35](Cl)=[O:36], predict the reaction product. The product is: [C:1]([O:5][C:6](=[O:25])[NH:7][C:8]([CH3:24])([CH3:23])[CH2:9][N:10]1[C:35](=[O:36])[NH:34][C:33](=[O:38])[N:13]([C:14]2[CH:19]=[CH:18][CH:17]=[C:16]([O:20][CH3:21])[C:15]=2[F:22])[C:11]1=[O:12])([CH3:4])([CH3:2])[CH3:3]. (5) Given the reactants [Cl:1][C:2]1[CH:7]=[CH:6][C:5]([F:8])=[CH:4][C:3]=1[N:9]1[C:13]([OH:14])=[CH:12][C:11]([C:15]([O:17][CH2:18][CH3:19])=[O:16])=[N:10]1.C(N(CC)CC)C.C1C=CC(N([S:34]([C:37]([F:40])([F:39])[F:38])(=[O:36])=[O:35])[S:34]([C:37]([F:40])([F:39])[F:38])(=[O:36])=[O:35])=CC=1.O, predict the reaction product. The product is: [Cl:1][C:2]1[CH:7]=[CH:6][C:5]([F:8])=[CH:4][C:3]=1[N:9]1[C:13]([O:14][S:34]([C:37]([F:40])([F:39])[F:38])(=[O:36])=[O:35])=[CH:12][C:11]([C:15]([O:17][CH2:18][CH3:19])=[O:16])=[N:10]1. (6) The product is: [CH3:22][O:21][C:16]1[CH:15]=[CH:14][C:13]([CH2:12][C@@H:11]2[NH2+:2][CH2:3][CH2:4][C:5]3[C:10]2=[CH:9][C:8]([O:23][CH3:24])=[C:7]([O:25][CH3:26])[CH:6]=3)=[CH:18][C:17]=1[O:19][CH3:20].[C:88]([NH:91][C@H:92]([C:97]([O-:99])=[O:98])[CH2:93][CH:94]([CH3:95])[CH3:96])(=[O:90])[CH3:89]. Given the reactants C[N@@+:2]1(CCC(OCCCCCOC(CC[N@+:2]2(C)[C@H:11]([CH2:12][C:13]3[CH:14]=[CH:15][C:16]([O:21][CH3:22])=[C:17]([O:19][CH3:20])[CH:18]=3)[C:10]3[CH:9]=[C:8]([O:23][CH3:24])[C:7]([O:25][CH3:26])=[CH:6][C:5]=3[CH2:4][CH2:3]2)=O)=O)[C@H:11]([CH2:12][C:13]2[CH:14]=[CH:15][C:16]([O:21][CH3:22])=[C:17]([O:19][CH3:20])[CH:18]=2)[C:10]2[CH:9]=[C:8]([O:23][CH3:24])[C:7]([O:25][CH3:26])=[CH:6][C:5]=2[CH2:4][CH2:3]1.C1C=CC(S([O-])(=O)=O)=CC=1.C1C=CC(S([O-])(=O)=O)=CC=1.[C:88]([NH:91][C@H:92]([C:97]([OH:99])=[O:98])[CH2:93][CH:94]([CH3:96])[CH3:95])(=[O:90])[CH3:89], predict the reaction product. (7) Given the reactants Cl[C:2]1[C:10]2[O:9][CH2:8][CH2:7][C:6]=2[C:5]([CH:11]2[C@H:16]([O:17][CH2:18][C:19]3[CH:24]=[CH:23][CH:22]=[CH:21][CH:20]=3)[C@@H:15]([O:25][CH2:26][C:27]3[CH:32]=[CH:31][CH:30]=[CH:29][CH:28]=3)[C@H:14]([O:33][CH2:34][C:35]3[CH:40]=[CH:39][CH:38]=[CH:37][CH:36]=3)[C@@H:13]([CH2:41][O:42][CH2:43][C:44]3[CH:49]=[CH:48][CH:47]=[CH:46][CH:45]=3)[O:12]2)=[CH:4][C:3]=1[CH2:50][C:51]1[CH:56]=[CH:55][C:54]([O:57][CH2:58][CH3:59])=[CH:53][CH:52]=1.[CH:60]1(B(O)O)[CH2:62][CH2:61]1.C1(P(C2CCCCC2)C2C=CC=CC=2C2C(OC)=CC=CC=2OC)CCCCC1.[O-]P([O-])([O-])=O.[K+].[K+].[K+], predict the reaction product. The product is: [CH:60]1([C:2]2[C:10]3[O:9][CH2:8][CH2:7][C:6]=3[C:5]([CH:11]3[C@H:16]([O:17][CH2:18][C:19]4[CH:24]=[CH:23][CH:22]=[CH:21][CH:20]=4)[C@@H:15]([O:25][CH2:26][C:27]4[CH:28]=[CH:29][CH:30]=[CH:31][CH:32]=4)[C@H:14]([O:33][CH2:34][C:35]4[CH:40]=[CH:39][CH:38]=[CH:37][CH:36]=4)[C@@H:13]([CH2:41][O:42][CH2:43][C:44]4[CH:45]=[CH:46][CH:47]=[CH:48][CH:49]=4)[O:12]3)=[CH:4][C:3]=2[CH2:50][C:51]2[CH:52]=[CH:53][C:54]([O:57][CH2:58][CH3:59])=[CH:55][CH:56]=2)[CH2:62][CH2:61]1. (8) Given the reactants [Cl:1][C:2]1[N:7]=[C:6]([S:8][CH2:9][CH2:10][CH3:11])[N:5]=[C:4]([NH:12][C@@H:13]2[CH2:17][C@H:16]([O:18][CH2:19][C:20]([O-:22])=[O:21])[C@@H:15]([OH:23])[C@H:14]2[OH:24])[C:3]=1[N+:25]([O-])=O.CO.[C:30](O)(=O)[CH3:31], predict the reaction product. The product is: [NH2:25][C:3]1[C:4]([NH:12][C@@H:13]2[CH2:17][C@H:16]([O:18][CH2:19][C:20]([O:22][CH2:30][CH3:31])=[O:21])[C@@H:15]([OH:23])[C@H:14]2[OH:24])=[N:5][C:6]([S:8][CH2:9][CH2:10][CH3:11])=[N:7][C:2]=1[Cl:1]. (9) Given the reactants [N:1]1([CH:6]2[CH2:10][CH2:9][CH:8]([NH:11][C:12]3[CH:19]=[CH:18][C:15]([C:16]#[N:17])=[C:14]([C:20]([F:23])([F:22])[F:21])[CH:13]=3)[CH2:7]2)[CH:5]=[N:4][CH:3]=[N:2]1.[H-].[Na+].I[CH3:27], predict the reaction product. The product is: [N:1]1([CH:6]2[CH2:10][CH2:9][CH:8]([N:11]([CH3:27])[C:12]3[CH:19]=[CH:18][C:15]([C:16]#[N:17])=[C:14]([C:20]([F:22])([F:21])[F:23])[CH:13]=3)[CH2:7]2)[CH:5]=[N:4][CH:3]=[N:2]1.